Dataset: Reaction yield outcomes from USPTO patents with 853,638 reactions. Task: Predict the reaction yield, written as a fraction of the theoretical maximum amount of product (1.0 means a 100% yield; for example, 0.34 means a 34% yield). The reactants are [CH2:1]([C:5]1[N:10]=[C:9]([CH3:11])[N:8]([CH2:12][CH:13]([OH:20])[C:14]2[CH:19]=[CH:18][CH:17]=[CH:16][CH:15]=2)[C:7](=[O:21])[C:6]=1[CH2:22][C:23]1[CH:28]=[CH:27][C:26]([C:29]2[CH:34]=[CH:33][CH:32]=[CH:31][C:30]=2[C:35]2[NH:39][C:38](=[O:40])[O:37][N:36]=2)=[CH:25][CH:24]=1)[CH2:2][CH2:3][CH3:4].CC(OI1(OC(C)=O)(OC(C)=O)OC(=O)C2C1=CC=CC=2)=O.C(=O)([O-])O.[Na+].S([O-])([O-])(=O)=S.[Na+].[Na+]. The catalyst is C(Cl)Cl. The product is [CH2:1]([C:5]1[N:10]=[C:9]([CH3:11])[N:8]([CH2:12][C:13](=[O:20])[C:14]2[CH:15]=[CH:16][CH:17]=[CH:18][CH:19]=2)[C:7](=[O:21])[C:6]=1[CH2:22][C:23]1[CH:24]=[CH:25][C:26]([C:29]2[CH:34]=[CH:33][CH:32]=[CH:31][C:30]=2[C:35]2[NH:39][C:38](=[O:40])[O:37][N:36]=2)=[CH:27][CH:28]=1)[CH2:2][CH2:3][CH3:4]. The yield is 0.780.